Dataset: HIV replication inhibition screening data with 41,000+ compounds from the AIDS Antiviral Screen. Task: Binary Classification. Given a drug SMILES string, predict its activity (active/inactive) in a high-throughput screening assay against a specified biological target. (1) The molecule is COC(=O)C(=NNc1nnc(C)n1N)C(C#N)c1ccc(Cl)cc1. The result is 0 (inactive). (2) The drug is CN(C)C1=CC(=O)C(=O)c2ccncc21. The result is 0 (inactive). (3) The molecule is COC(=O)C(C#N)=C1NC(=O)c2ccccc21. The result is 0 (inactive). (4) The compound is O=C(O)CCCCCCCCCCCCl. The result is 0 (inactive).